Dataset: Full USPTO retrosynthesis dataset with 1.9M reactions from patents (1976-2016). Task: Predict the reactants needed to synthesize the given product. (1) Given the product [CH2:12]([O:11][C:9](=[O:10])[C:8]1[CH:7]=[C:6]([OH:17])[C:5]([C:4]([NH:26][CH2:19][C:20]2[CH:25]=[CH:24][CH:23]=[CH:22][CH:21]=2)=[O:18])=[CH:15][C:14]=1[OH:16])[CH3:13], predict the reactants needed to synthesize it. The reactants are: C(O[C:4](=[O:18])[C:5]1[CH:15]=[C:14]([OH:16])[C:8]([C:9]([O:11][CH2:12][CH3:13])=[O:10])=[CH:7][C:6]=1[OH:17])C.[CH2:19]([NH2:26])[C:20]1[CH:25]=[CH:24][CH:23]=[CH:22][CH:21]=1.O.Cl. (2) Given the product [CH3:17][NH:18][S:19]([C:22]1[CH:23]=[CH:24][C:25]([N:28]2[CH2:33][CH2:32][N:31]([CH2:2][C:3]3[CH:12]=[N:11][C:10]4[N:9]5[CH2:13][CH2:14][CH2:15][C@H:8]5[C:7](=[O:16])[NH:6][C:5]=4[CH:4]=3)[CH2:30][CH2:29]2)=[CH:26][CH:27]=1)(=[O:20])=[O:21], predict the reactants needed to synthesize it. The reactants are: O[CH2:2][C:3]1[CH:12]=[N:11][C:10]2[N:9]3[CH2:13][CH2:14][CH2:15][C@H:8]3[C:7](=[O:16])[NH:6][C:5]=2[CH:4]=1.[CH3:17][NH:18][S:19]([C:22]1[CH:27]=[CH:26][C:25]([N:28]2[CH2:33][CH2:32][NH:31][CH2:30][CH2:29]2)=[CH:24][CH:23]=1)(=[O:21])=[O:20].[I-].C(C[P+](C)(C)C)#N.C(N(CC)C(C)C)(C)C. (3) Given the product [CH3:47][C@@:41]([NH:40][C:38](=[O:39])[O:37][C:33]([CH3:36])([CH3:35])[CH3:34])([CH2:45][CH3:46])[C:42]([NH:1][C@H:2]([CH2:29][CH:30]([CH3:32])[CH3:31])[C:3](=[O:4])[NH:5][CH:6]1[CH2:15][C:14]2[C:9](=[C:10]([N:16]3[CH2:20][CH2:19][CH2:18][C:17]3=[O:21])[CH:11]=[CH:12][CH:13]=2)[N:8]([CH2:22][C:23]2[CH:27]=[CH:26][S:25][CH:24]=2)[C:7]1=[O:28])=[O:43], predict the reactants needed to synthesize it. The reactants are: [NH2:1][C@H:2]([CH2:29][CH:30]([CH3:32])[CH3:31])[C:3]([NH:5][CH:6]1[CH2:15][C:14]2[C:9](=[C:10]([N:16]3[CH2:20][CH2:19][CH2:18][C:17]3=[O:21])[CH:11]=[CH:12][CH:13]=2)[N:8]([CH2:22][C:23]2[CH:27]=[CH:26][S:25][CH:24]=2)[C:7]1=[O:28])=[O:4].[C:33]([O:37][C:38]([NH:40][C@:41]([CH3:47])([CH2:45][CH3:46])[C:42](O)=[O:43])=[O:39])([CH3:36])([CH3:35])[CH3:34]. (4) Given the product [S:16]1[CH:20]=[CH:19][C:18]([CH:21]([OH:22])[CH2:2][CH2:3][CH2:4][OH:5])=[CH:17]1, predict the reactants needed to synthesize it. The reactants are: Cl[CH2:2][CH2:3][CH2:4][OH:5].C([Mg]Cl)(C)C.[Mg].BrC(Br)C.[S:16]1[CH:20]=[CH:19][C:18]([CH:21]=[O:22])=[CH:17]1.[Cl-].[NH4+]. (5) Given the product [CH:33]1([NH:36][C:2]2[C:7]([S:8]([N:11]3[CH2:12][CH2:13][C:14]4([C:18](=[O:19])[N:17]([C:20]5[CH:25]=[CH:24][C:23]([O:26][C:27]([F:28])([F:30])[F:29])=[CH:22][CH:21]=5)[CH2:16][CH2:15]4)[CH2:31][CH2:32]3)(=[O:10])=[O:9])=[CH:6][CH:5]=[CH:4][N:3]=2)[CH2:35][CH2:34]1, predict the reactants needed to synthesize it. The reactants are: Cl[C:2]1[C:7]([S:8]([N:11]2[CH2:32][CH2:31][C:14]3([C:18](=[O:19])[N:17]([C:20]4[CH:25]=[CH:24][C:23]([O:26][C:27]([F:30])([F:29])[F:28])=[CH:22][CH:21]=4)[CH2:16][CH2:15]3)[CH2:13][CH2:12]2)(=[O:10])=[O:9])=[CH:6][CH:5]=[CH:4][N:3]=1.[CH:33]1([NH2:36])[CH2:35][CH2:34]1. (6) Given the product [F:1][C:2]1[CH:3]=[CH:4][C:5]([C:8]2[O:9][C:10]3[CH:19]=[C:18]([N:20]([CH2:38][CH2:37][OH:36])[S:21]([CH3:24])(=[O:22])=[O:23])[C:17]([C:25]4[CH:26]=[CH:27][CH:28]=[CH:29][CH:30]=4)=[CH:16][C:11]=3[C:12]=2[C:13]([OH:15])=[O:14])=[CH:6][CH:7]=1, predict the reactants needed to synthesize it. The reactants are: [F:1][C:2]1[CH:7]=[CH:6][C:5]([C:8]2[O:9][C:10]3[CH:19]=[C:18]([NH:20][S:21]([CH3:24])(=[O:23])=[O:22])[C:17]([C:25]4[CH:30]=[CH:29][CH:28]=[CH:27][CH:26]=4)=[CH:16][C:11]=3[C:12]=2[C:13]([OH:15])=[O:14])=[CH:4][CH:3]=1.O[Li].O.O.Cl.[O:36]1CCO[CH2:38][CH2:37]1. (7) Given the product [Br:12][C:13]1[CH:20]=[C:19]([F:21])[CH:18]=[CH:17][C:14]=1[CH:15]1[C:24]([C:25]([O:27][CH2:28][CH3:29])=[O:26])=[C:23]([CH3:30])[NH:10][C:9]([C:7]2[S:8][C:4]([O:3][CH3:2])=[CH:5][N:6]=2)=[N:11]1, predict the reactants needed to synthesize it. The reactants are: Cl.[CH3:2][O:3][C:4]1[S:8][C:7]([C:9](=[NH:11])[NH2:10])=[N:6][CH:5]=1.[Br:12][C:13]1[CH:20]=[C:19]([F:21])[CH:18]=[CH:17][C:14]=1[CH:15]=O.O=[C:23]([CH3:30])[CH2:24][C:25]([O:27][CH2:28][CH3:29])=[O:26].